From a dataset of Forward reaction prediction with 1.9M reactions from USPTO patents (1976-2016). Predict the product of the given reaction. Given the reactants [CH3:1][O:2][C:3](=[O:34])[CH2:4][O:5][C:6]1[CH:15]=[CH:14][C:13]([F:16])=[C:12]2[C:7]=1[C:8](=[O:33])[C:9]([CH2:19][C:20]1[CH:25]=[CH:24][C:23]([C:26]([N:28]3[CH2:32][CH2:31][CH2:30][CH2:29]3)=[O:27])=[CH:22][CH:21]=1)=[C:10]([CH2:17][CH3:18])[NH:11]2.CN(C)C=O.C(=O)([O-])[O-].[K+].[K+].Cl[C:47](OC(=O)C)([F:49])[F:48], predict the reaction product. The product is: [CH3:1][O:2][C:3](=[O:34])[CH2:4][O:5][C:6]1[CH:15]=[CH:14][C:13]([F:16])=[C:12]2[C:7]=1[C:8]([O:33][CH:47]([F:49])[F:48])=[C:9]([CH2:19][C:20]1[CH:21]=[CH:22][C:23]([C:26]([N:28]3[CH2:29][CH2:30][CH2:31][CH2:32]3)=[O:27])=[CH:24][CH:25]=1)[C:10]([CH2:17][CH3:18])=[N:11]2.